This data is from Catalyst prediction with 721,799 reactions and 888 catalyst types from USPTO. The task is: Predict which catalyst facilitates the given reaction. (1) The catalyst class is: 98. Product: [NH2:7][C@@H:8]1[CH2:13][CH2:12][CH2:11][N:10]([C:14]([C:16]2[CH:39]=[C:38]([O:40][CH3:41])[C:19]3[N:20]([CH3:37])[C:21]([C:23]4[N:31]([CH2:32][C:33]([F:36])([F:35])[F:34])[C:26]5=[N:27][CH:28]=[CH:29][CH:30]=[C:25]5[CH:24]=4)=[N:22][C:18]=3[CH:17]=2)=[O:15])[CH2:9]1. Reactant: C(OC(=O)[NH:7][C@@H:8]1[CH2:13][CH2:12][CH2:11][N:10]([C:14]([C:16]2[CH:39]=[C:38]([O:40][CH3:41])[C:19]3[N:20]([CH3:37])[C:21]([C:23]4[N:31]([CH2:32][C:33]([F:36])([F:35])[F:34])[C:26]5=[N:27][CH:28]=[CH:29][CH:30]=[C:25]5[CH:24]=4)=[N:22][C:18]=3[CH:17]=2)=[O:15])[CH2:9]1)(C)(C)C.C(O)(C(F)(F)F)=O. (2) The catalyst class is: 9. Product: [C:50]([O:54][C:55]([NH:57][NH:58][C:13](=[O:15])[CH:12]([NH:11][C:8]1[CH:7]=[CH:6][C:5]([C:2](=[NH:4])[NH2:3])=[CH:10][CH:9]=1)[C:16]1[CH:21]=[C:20]([O:22][CH3:23])[C:19]([O:24][CH3:25])=[CH:18][C:17]=1[F:26])=[O:56])([CH3:53])([CH3:52])[CH3:51]. Reactant: Cl.[C:2]([C:5]1[CH:10]=[CH:9][C:8]([NH:11][CH:12]([C:16]2[CH:21]=[C:20]([O:22][CH3:23])[C:19]([O:24][CH3:25])=[CH:18][C:17]=2[F:26])[C:13]([OH:15])=O)=[CH:7][CH:6]=1)(=[NH:4])[NH2:3].Cl.C(N=C=NCCCN(C)C)C.O.ON1C2C=CC=CC=2N=N1.[C:50]([O:54][C:55]([NH:57][NH2:58])=[O:56])([CH3:53])([CH3:52])[CH3:51]. (3) Reactant: F[C:2]1[CH:3]=[C:4]([N+:8]([O-:10])=[O:9])[CH:5]=[CH:6][CH:7]=1.[NH2:11][CH2:12][CH2:13][CH2:14][N:15]1[CH:19]=[CH:18][N:17]=[CH:16]1.O. Product: [N:15]1([CH2:14][CH2:13][CH2:12][NH:11][C:2]2[CH:7]=[CH:6][CH:5]=[C:4]([N+:8]([O-:10])=[O:9])[CH:3]=2)[CH:19]=[CH:18][N:17]=[CH:16]1. The catalyst class is: 16.